Dataset: Reaction yield outcomes from USPTO patents with 853,638 reactions. Task: Predict the reaction yield, written as a fraction of the theoretical maximum amount of product (1.0 means a 100% yield; for example, 0.34 means a 34% yield). (1) The product is [NH2:1][C:2]1[C:3]2[N:4]([C:8]([C@@H:29]3[CH2:33][CH2:32][CH2:31][N:30]3[C:34](=[O:38])[C:35]#[C:36][CH3:37])=[N:9][C:10]=2[C:11]2[CH:28]=[CH:27][C:14]([C:15]([NH:17][C:18]3[S:19][C:20]4[CH2:26][CH2:25][CH2:24][CH2:23][C:21]=4[N:22]=3)=[O:16])=[CH:13][CH:12]=2)[CH:5]=[CH:6][N:7]=1. The yield is 0.192. The reactants are [NH2:1][C:2]1[C:3]2[N:4]([C:8]([C@@H:29]3[CH2:33][CH2:32][CH2:31][NH:30]3)=[N:9][C:10]=2[C:11]2[CH:28]=[CH:27][C:14]([C:15]([NH:17][C:18]3[S:19][C:20]4[CH2:26][CH2:25][CH2:24][CH2:23][C:21]=4[N:22]=3)=[O:16])=[CH:13][CH:12]=2)[CH:5]=[CH:6][N:7]=1.[C:34](O)(=[O:38])[C:35]#[C:36][CH3:37]. No catalyst specified. (2) The reactants are [CH3:1][O:2][C:3](=[O:23])[CH:4]=[CH:5][C:6]1[CH:11]=[CH:10][C:9]([NH:12][CH2:13][CH2:14][N:15]([CH2:18][CH3:19])[CH2:16][CH3:17])=[C:8]([N+:20]([O-])=O)[CH:7]=1. The catalyst is C(O)(=O)C.[Sn](Cl)(Cl)(Cl)Cl. The product is [CH3:1][O:2][C:3](=[O:23])[CH:4]=[CH:5][C:6]1[CH:11]=[CH:10][C:9]([NH:12][CH2:13][CH2:14][N:15]([CH2:16][CH3:17])[CH2:18][CH3:19])=[C:8]([NH2:20])[CH:7]=1. The yield is 0.549. (3) The reactants are C[O:2][C:3]([C:5]1[CH:10]=[CH:9][C:8]([C:11]2[C:12]([CH3:51])([CH3:50])[C@H:13]3[C@:26]([CH3:29])([CH2:27][CH:28]=2)[C@@H:25]2[C@:16]([CH3:49])([C@@:17]4([CH3:48])[C@H:22]([CH2:23][CH2:24]2)[C@H:21]2[C@H:30]([C:33]([CH2:35][NH:36][CH2:37][CH2:38][N:39]5[CH2:44][CH2:43][O:42][CH2:41][CH2:40]5)=[CH2:34])[CH2:31][CH2:32][C@:20]2([C:45]([OH:47])=[O:46])[CH2:19][CH2:18]4)[CH2:15][CH2:14]3)=[CH:7][CH:6]=1)=[O:4].[OH-].[Na+].Cl. The catalyst is O1CCOCC1. The product is [C:3]([C:5]1[CH:10]=[CH:9][C:8]([C:11]2[C:12]([CH3:51])([CH3:50])[C@H:13]3[C@:26]([CH3:29])([CH2:27][CH:28]=2)[C@@H:25]2[C@:16]([CH3:49])([C@@:17]4([CH3:48])[C@H:22]([CH2:23][CH2:24]2)[C@H:21]2[C@H:30]([C:33]([CH2:35][NH:36][CH2:37][CH2:38][N:39]5[CH2:40][CH2:41][O:42][CH2:43][CH2:44]5)=[CH2:34])[CH2:31][CH2:32][C@:20]2([C:45]([OH:47])=[O:46])[CH2:19][CH2:18]4)[CH2:15][CH2:14]3)=[CH:7][CH:6]=1)([OH:4])=[O:2]. The yield is 0.371. (4) The reactants are F[C:2]1[CH:11]=[CH:10][C:9]([N:12]2[CH2:17][CH2:16][CH:15]([NH:18]C(=O)OC(C)(C)C)[CH2:14][CH2:13]2)=[C:8]2[C:3]=1[CH:4]=[CH:5][C:6]([C:26]1[N:30]3[CH:31]=[CH:32][C:33]([O:35][CH2:36][CH2:37][O:38][CH3:39])=[CH:34][C:29]3=[N:28][CH:27]=1)=[N:7]2.C(O)(C(F)(F)[F:43])=O. The catalyst is C(Cl)Cl. The product is [F:43][C:11]1[CH:2]=[C:3]2[C:8](=[C:9]([N:12]3[CH2:13][CH2:14][CH:15]([NH2:18])[CH2:16][CH2:17]3)[CH:10]=1)[N:7]=[C:6]([C:26]1[N:30]3[CH:31]=[CH:32][C:33]([O:35][CH2:36][CH2:37][O:38][CH3:39])=[CH:34][C:29]3=[N:28][CH:27]=1)[CH:5]=[CH:4]2. The yield is 0.120. (5) The reactants are [NH:1]1[CH2:11][CH2:10][CH2:9][CH:3](C(OCC)=O)[CH2:2]1.Br[CH2:13][CH2:14][Cl:15].[C:16]([O-:19])([O-])=[O:17].[K+].[K+].[CH3:22][C:23](C)=O. No catalyst specified. The product is [Cl:15][CH2:14][CH2:13][N:1]1[CH2:2][CH2:3][CH:9]([C:16]([O:19][CH2:22][CH3:23])=[O:17])[CH2:10][CH2:11]1. The yield is 0.386. (6) The reactants are [CH3:1][O:2][C:3]1[CH:4]=[C:5]2[C:10](=[CH:11][C:12]=1[O:13][CH3:14])[C:9]([CH2:15][CH2:16][CH3:17])=[N:8][C:7]([OH:18])=[CH:6]2.[OH-].[K+].Cl[CH2:22][C:23]1[CH:35]=[CH:34][C:26]2[O:27][C:28]3[CH:33]=[CH:32][CH:31]=[CH:30][C:29]=3[C:25]=2[CH:24]=1. The catalyst is C1(C)C=CC=CC=1.C(Cl)Cl. The product is [CH:24]1[C:25]2[C:29]3[CH:30]=[CH:31][CH:32]=[CH:33][C:28]=3[O:27][C:26]=2[CH:34]=[CH:35][C:23]=1[CH2:22][C:6]1[C:5]2[C:10](=[CH:11][C:12]([O:13][CH3:14])=[C:3]([O:2][CH3:1])[CH:4]=2)[C:9]([CH2:15][CH2:16][CH3:17])=[N:8][C:7]=1[OH:18]. The yield is 0.0800. (7) The reactants are [F:1][C:2]1[C:30]([F:31])=[CH:29][CH:28]=[CH:27][C:3]=1[O:4][C:5]1[CH:10]=[CH:9][C:8]([C:11]2[C:19]3[C:14](=[N:15][CH:16]=[N:17][C:18]=3[NH2:20])[N:13]([C@@H:21]3[CH2:26][CH2:25][CH2:24][NH:23][CH2:22]3)[N:12]=2)=[CH:7][CH:6]=1.CN(C(ON1N=NC2C=CC=NC1=2)=[N+](C)C)C.F[P-](F)(F)(F)(F)F.C(N(CC)CC)C.[C:63]([CH2:65][C:66](O)=[O:67])#[N:64]. The catalyst is ClCCl. The product is [NH2:20][C:18]1[N:17]=[CH:16][N:15]=[C:14]2[N:13]([C@@H:21]3[CH2:26][CH2:25][CH2:24][N:23]([C:66](=[O:67])[CH2:65][C:63]#[N:64])[CH2:22]3)[N:12]=[C:11]([C:8]3[CH:7]=[CH:6][C:5]([O:4][C:3]4[CH:27]=[CH:28][CH:29]=[C:30]([F:31])[C:2]=4[F:1])=[CH:10][CH:9]=3)[C:19]=12. The yield is 0.690. (8) The reactants are [NH2:1][C:2]1[CH:7]=[CH:6][C:5]([OH:8])=[C:4]([F:9])[C:3]=1[F:10].CC(C)([O-])C.[K+].[Cl:17][C:18]1[CH:23]=[C:22](Cl)[CH:21]=[CH:20][N:19]=1. No catalyst specified. The product is [Cl:17][C:18]1[CH:23]=[C:22]([O:8][C:5]2[CH:6]=[CH:7][C:2]([NH2:1])=[C:3]([F:10])[C:4]=2[F:9])[CH:21]=[CH:20][N:19]=1. The yield is 0.660. (9) The product is [CH2:36]([N:40]([CH2:45][CH2:46][CH2:47][CH3:48])[CH2:41][CH2:42][CH2:43][NH:44][C:16]1[N:17]=[C:18]([C:19]2[CH:20]=[C:21]([CH:28]=[CH:29][C:30]=2[CH3:31])[C:22]([NH:24][CH:25]([CH3:27])[CH3:26])=[O:23])[C:13]2[CH2:12][NH:11][C:10](=[O:35])[N:9]([C:3]3[C:2]([F:1])=[CH:7][CH:6]=[CH:5][C:4]=3[F:8])[C:14]=2[N:15]=1)[CH2:37][CH2:38][CH3:39]. The catalyst is C1COCC1. The yield is 0.960. The reactants are [F:1][C:2]1[CH:7]=[CH:6][CH:5]=[C:4]([F:8])[C:3]=1[N:9]1[C:14]2[N:15]=[C:16](S(C)=O)[N:17]=[C:18]([C:19]3[CH:20]=[C:21]([CH:28]=[CH:29][C:30]=3[CH3:31])[C:22]([NH:24][CH:25]([CH3:27])[CH3:26])=[O:23])[C:13]=2[CH2:12][NH:11][C:10]1=[O:35].[CH2:36]([N:40]([CH2:45][CH2:46][CH2:47][CH3:48])[CH2:41][CH2:42][CH2:43][NH2:44])[CH2:37][CH2:38][CH3:39].